Dataset: Choline transporter screen with 302,306 compounds. Task: Binary Classification. Given a drug SMILES string, predict its activity (active/inactive) in a high-throughput screening assay against a specified biological target. (1) The drug is Clc1c(cc(S(=O)(=O)N2CCCC2)cc1)C(=O)NCc1occc1. The result is 0 (inactive). (2) The drug is S1C(CC(=O)N(c2c1cccc2)C)c1occc1. The result is 0 (inactive). (3) The drug is O=C1N(C(Nc2c1cccc2)c1ccc(O)cc1)c1c(OC)cccc1. The result is 0 (inactive). (4) The compound is s1nnc(C(=O)N(CC(=O)NC2CCCC2)c2cc(F)ccc2)c1. The result is 0 (inactive). (5) The molecule is O1C2(N(N=C1c1ccncc1)C(=O)C)CCCCCC2. The result is 0 (inactive). (6) The drug is s1c(NC(=S)NCC2OCCC2)c(c(c1C)C)C(OCC)=O. The result is 0 (inactive). (7) The molecule is O=C(N1CC(=O)NC(=O)C1)c1cc([N+]([O-])=O)ccc1. The result is 0 (inactive). (8) The compound is S(=O)(=O)(CC(=O)NCCN1CCOCC1)Cc1nc(oc1C)c1c(cccc1)C. The result is 0 (inactive). (9) The compound is ClC(Cl)(Cl)COS(=O)(=O)NC1CCCc2c1ccc(OC)c2. The result is 0 (inactive). (10) The molecule is Clc1c(ccc(NC(=O)COc2nsnc2N2CCOCC2)c1)C. The result is 0 (inactive).